This data is from Peptide-MHC class I binding affinity with 185,985 pairs from IEDB/IMGT. The task is: Regression. Given a peptide amino acid sequence and an MHC pseudo amino acid sequence, predict their binding affinity value. This is MHC class I binding data. (1) The peptide sequence is VSNAVRHAK. The MHC is BoLA-T2a with pseudo-sequence BoLA-T2a. The binding affinity (normalized) is 0.307. (2) The peptide sequence is KYTHFFSGF. The MHC is HLA-A02:06 with pseudo-sequence HLA-A02:06. The binding affinity (normalized) is 0.297. (3) The peptide sequence is EYKKSLYKF. The MHC is HLA-A26:01 with pseudo-sequence HLA-A26:01. The binding affinity (normalized) is 0.0847. (4) The peptide sequence is AIMVASDVCK. The MHC is HLA-A68:01 with pseudo-sequence HLA-A68:01. The binding affinity (normalized) is 0.506. (5) The peptide sequence is AVYNLATCGIFAISF. The MHC is H-2-Db with pseudo-sequence H-2-Db. The binding affinity (normalized) is 0.0359. (6) The binding affinity (normalized) is 0. The peptide sequence is QLTPHTKAV. The MHC is HLA-A11:01 with pseudo-sequence HLA-A11:01. (7) The peptide sequence is ISCQIYNAL. The MHC is HLA-A30:01 with pseudo-sequence HLA-A30:01. The binding affinity (normalized) is 0.0847.